Regression. Given a peptide amino acid sequence and an MHC pseudo amino acid sequence, predict their binding affinity value. This is MHC class I binding data. From a dataset of Peptide-MHC class I binding affinity with 185,985 pairs from IEDB/IMGT. (1) The peptide sequence is YPGIKVRQL. The MHC is HLA-A03:01 with pseudo-sequence HLA-A03:01. The binding affinity (normalized) is 0. (2) The peptide sequence is LDFVRFMGV. The MHC is HLA-A03:01 with pseudo-sequence HLA-A03:01. The binding affinity (normalized) is 0.0452. (3) The peptide sequence is LIRNKRLSL. The MHC is HLA-B15:03 with pseudo-sequence HLA-B15:03. The binding affinity (normalized) is 0.503. (4) The peptide sequence is KLDFIRNTK. The MHC is HLA-A68:02 with pseudo-sequence HLA-A68:02. The binding affinity (normalized) is 0.0847. (5) The peptide sequence is WTDVTPDY. The MHC is Mamu-A01 with pseudo-sequence Mamu-A01. The binding affinity (normalized) is 0.102. (6) The binding affinity (normalized) is 0. The MHC is HLA-A24:02 with pseudo-sequence HLA-A24:02. The peptide sequence is IVTDFSVIK. (7) The peptide sequence is ELADTSLSGY. The MHC is HLA-A26:01 with pseudo-sequence HLA-A26:01. The binding affinity (normalized) is 0.704.